This data is from Reaction yield outcomes from USPTO patents with 853,638 reactions. The task is: Predict the reaction yield, written as a fraction of the theoretical maximum amount of product (1.0 means a 100% yield; for example, 0.34 means a 34% yield). (1) The reactants are [NH2:1][C:2]1[CH:3]=[C:4]([CH:16]=[CH:17][CH:18]=1)[O:5][C:6]1[CH:11]=[CH:10][N:9]=[C:8]2[NH:12][C:13](=[O:15])[NH:14][C:7]=12.[C:19]1([S:29](Cl)(=[O:31])=[O:30])[C:28]2[C:23](=[CH:24][CH:25]=[CH:26][CH:27]=2)[CH:22]=[CH:21][CH:20]=1. No catalyst specified. The product is [O:15]=[C:13]1[NH:12][C:8]2=[N:9][CH:10]=[CH:11][C:6]([O:5][C:4]3[CH:3]=[C:2]([NH:1][S:29]([C:19]4[C:28]5[C:23](=[CH:24][CH:25]=[CH:26][CH:27]=5)[CH:22]=[CH:21][CH:20]=4)(=[O:31])=[O:30])[CH:18]=[CH:17][CH:16]=3)=[C:7]2[NH:14]1. The yield is 0.570. (2) The reactants are Br[C:2]1[C:3]([CH3:8])=[N:4][CH:5]=[CH:6][CH:7]=1.[C:9](=[N:22][NH2:23])([C:16]1[CH:21]=[CH:20][CH:19]=[CH:18][CH:17]=1)[C:10]1[CH:15]=[CH:14][CH:13]=[CH:12][CH:11]=1.CC(C)([O-])C.[Na+]. The yield is 0.750. The catalyst is C1(C)C=CC=CC=1.C1(P(C2C=CC=CC=2)C2C3OC4C(=CC=CC=4P(C4C=CC=CC=4)C4C=CC=CC=4)C(C)(C)C=3C=CC=2)C=CC=CC=1. The product is [C:10]1([C:9]([C:16]2[CH:21]=[CH:20][CH:19]=[CH:18][CH:17]=2)=[N:22][NH:23][C:2]2[C:3]([CH3:8])=[N:4][CH:5]=[CH:6][CH:7]=2)[CH:11]=[CH:12][CH:13]=[CH:14][CH:15]=1.